Task: Predict which catalyst facilitates the given reaction.. Dataset: Catalyst prediction with 721,799 reactions and 888 catalyst types from USPTO Reactant: [OH:1][CH2:2][CH2:3][N:4]1[CH2:9][CH2:8][O:7][CH2:6][CH2:5]1.[H-].[Na+].[NH2:12][C:13]1[C:18]([C:19]#[N:20])=[C:17](F)[CH:16]=[CH:15][CH:14]=1.O. Product: [NH2:12][C:13]1[C:18]([C:19]#[N:20])=[C:17]([O:1][CH2:2][CH2:3][N:4]2[CH2:9][CH2:8][O:7][CH2:6][CH2:5]2)[CH:16]=[CH:15][CH:14]=1. The catalyst class is: 37.